This data is from Full USPTO retrosynthesis dataset with 1.9M reactions from patents (1976-2016). The task is: Predict the reactants needed to synthesize the given product. (1) Given the product [C:1]([O:5][C:6](=[O:28])[NH:7][CH2:8][C:9]1([C:26](=[N:29][OH:30])[NH2:27])[CH2:14][CH2:13][CH:12]([CH:15]([O:18][Si:19]([C:22]([CH3:25])([CH3:24])[CH3:23])([CH3:20])[CH3:21])[CH2:16][CH3:17])[O:11][CH2:10]1)([CH3:2])([CH3:3])[CH3:4], predict the reactants needed to synthesize it. The reactants are: [C:1]([O:5][C:6](=[O:28])[NH:7][CH2:8][C:9]1([C:26]#[N:27])[CH2:14][CH2:13][CH:12]([CH:15]([O:18][Si:19]([C:22]([CH3:25])([CH3:24])[CH3:23])([CH3:21])[CH3:20])[CH2:16][CH3:17])[O:11][CH2:10]1)([CH3:4])([CH3:3])[CH3:2].[NH2:29][OH:30]. (2) Given the product [CH3:1][C:2]([CH3:14])([CH2:12][CH3:13])[C:3](=[O:11])[C:4]([C:5]1[CH:10]=[CH:9][CH:8]=[CH:7][CH:6]=1)=[CH2:16], predict the reactants needed to synthesize it. The reactants are: [CH3:1][C:2]([CH3:14])([CH2:12][CH3:13])[C:3](=[O:11])[CH2:4][C:5]1[CH:10]=[CH:9][CH:8]=[CH:7][CH:6]=1.N1CCCC[CH2:16]1.C=O.